Dataset: Reaction yield outcomes from USPTO patents with 853,638 reactions. Task: Predict the reaction yield, written as a fraction of the theoretical maximum amount of product (1.0 means a 100% yield; for example, 0.34 means a 34% yield). The reactants are C([O:3][C:4]([C:6]1[CH:7]=[N:8][C:9]2[C:14]([CH:15]=1)=[CH:13][CH:12]=[C:11]([O:16][CH3:17])[CH:10]=2)=O)C.[NH3:18]. The catalyst is CO. The product is [C:4]([C:6]1[CH:7]=[N:8][C:9]2[C:14]([CH:15]=1)=[CH:13][CH:12]=[C:11]([O:16][CH3:17])[CH:10]=2)(=[O:3])[NH2:18]. The yield is 0.860.